From a dataset of Full USPTO retrosynthesis dataset with 1.9M reactions from patents (1976-2016). Predict the reactants needed to synthesize the given product. (1) Given the product [CH2:7]([O:6][C:4](=[O:5])/[CH:3]=[C:2](\[CH3:1])/[CH2:9][N:11]1[CH2:15][CH2:14][CH2:13][CH2:12]1)[CH3:8], predict the reactants needed to synthesize it. The reactants are: [CH3:1]/[C:2](/[CH:9]=O)=[CH:3]\[C:4]([O:6][CH2:7][CH3:8])=[O:5].[NH:11]1[CH2:15][CH2:14][CH2:13][CH2:12]1.C(O)(=O)C.C(O[BH-](OC(=O)C)OC(=O)C)(=O)C.[Na+]. (2) Given the product [CH:22]1([C:13]([C:12]2[CH:15]=[CH:16][C:9]([OH:8])=[CH:10][C:11]=2[F:17])=[O:30])[CH2:25][CH2:24][CH2:23]1, predict the reactants needed to synthesize it. The reactants are: [Si]([O:8][C:9]1[CH:16]=[CH:15][C:12]([C:13]#N)=[C:11]([F:17])[CH:10]=1)(C(C)(C)C)(C)C.[Mg].II.Br[CH:22]1[CH2:25][CH2:24][CH2:23]1.Cl.C1C[O:30]CC1. (3) Given the product [CH2:1]([O:3][C:4](=[O:36])[C:5]([CH3:35])([CH3:34])[CH2:6][CH2:7][CH2:8][CH2:9][O:10][C:11]1[CH:12]=[C:13]([CH3:33])[C:14]([NH:18][C:19](=[O:32])[CH:20]([OH:26])[C:21]([CH3:24])([CH3:25])[CH2:22][OH:23])=[C:15]([CH3:17])[CH:16]=1)[CH3:2], predict the reactants needed to synthesize it. The reactants are: [CH2:1]([O:3][C:4](=[O:36])[C:5]([CH3:35])([CH3:34])[CH2:6][CH2:7][CH2:8][CH2:9][O:10][C:11]1[CH:16]=[C:15]([CH3:17])[C:14]([NH:18][C:19](=[O:32])[CH:20]([O:26]C(OCC)C)[C:21]([CH3:25])([CH3:24])[CH2:22][OH:23])=[C:13]([CH3:33])[CH:12]=1)[CH3:2]. (4) Given the product [NH2:8][C:9]1[CH:14]=[CH:13][CH:12]=[CH:11][C:10]=1[NH:15][C:16](=[O:29])[C:17]1[CH:22]=[CH:21][C:20]([CH:23]2[CH2:28][CH2:27][CH2:26][NH:25][CH2:24]2)=[CH:19][CH:18]=1, predict the reactants needed to synthesize it. The reactants are: C(OC([NH:8][C:9]1[CH:14]=[CH:13][CH:12]=[CH:11][C:10]=1[NH:15][C:16](=[O:29])[C:17]1[CH:22]=[CH:21][C:20]([CH:23]2[CH2:28][CH2:27][CH2:26][NH:25][CH2:24]2)=[CH:19][CH:18]=1)=O)(C)(C)C.Cl. (5) Given the product [Cl:1][C:2]1[CH:7]=[C:6]([Cl:8])[CH:5]=[CH:4][C:3]=1[C:9]1[N:10]=[C:11]([CH3:30])[C:12]([NH:17][C@@H:18]2[C:26]3[C:21](=[CH:22][CH:23]=[CH:24][CH:25]=3)[CH2:20][C@@H:19]2[O:27][CH3:28])=[N:13][C:14]=1[CH3:15], predict the reactants needed to synthesize it. The reactants are: [Cl:1][C:2]1[CH:7]=[C:6]([Cl:8])[CH:5]=[CH:4][C:3]=1[C:9]1[N:10]=[C:11]([CH2:30]C)[C:12]([NH:17][C@@H:18]2[C:26]3[C:21](=[CH:22][CH:23]=[CH:24][CH:25]=3)[CH2:20][C@@H:19]2[O:27][CH2:28]C)=[N:13][C:14]=1[CH2:15]C.ClC1C=C(Cl)C=CC=1C1N=C(C)C(N[C@@H]2C3C(=CC=CC=3)C[C@@H]2O)=NC=1C.CI. (6) Given the product [F:24][C:25]1[CH:35]=[CH:34][C:28]([O:29][CH2:30][C@@H:31]([OH:32])[CH2:33][N:15]2[CH2:16][CH2:17][C:12]3([O:11][C:10]4[C:20]5[C:6]([C:7](=[O:23])[C:8](=[O:22])[C:9]=4[S:19][CH2:18]3)=[CH:5][CH:4]=[C:3]([O:2][CH3:1])[CH:21]=5)[CH2:13][CH2:14]2)=[CH:27][CH:26]=1, predict the reactants needed to synthesize it. The reactants are: [CH3:1][O:2][C:3]1[CH:21]=[C:20]2[C:6]([C:7](=[O:23])[C:8](=[O:22])[C:9]3[S:19][CH2:18][C:12]4([CH2:17][CH2:16][NH:15][CH2:14][CH2:13]4)[O:11][C:10]=32)=[CH:5][CH:4]=1.[F:24][C:25]1[CH:35]=[CH:34][C:28]([O:29][CH2:30][C@@H:31]2[CH2:33][O:32]2)=[CH:27][CH:26]=1.